From a dataset of Reaction yield outcomes from USPTO patents with 853,638 reactions. Predict the reaction yield, written as a fraction of the theoretical maximum amount of product (1.0 means a 100% yield; for example, 0.34 means a 34% yield). (1) The reactants are [Si]([O:8][CH:9]([C:15]1[S:16][C:17]([C:20]2[N:25]=[C:24]([NH:26][C:27]3[CH:31]=[C:30]([CH:32]4[CH2:34][CH2:33]4)[NH:29][N:28]=3)[C:23]([Cl:35])=[CH:22][N:21]=2)=[CH:18][CH:19]=1)[C:10]([O:12][CH2:13][CH3:14])=[O:11])(C(C)(C)C)(C)C.CCN(CC)CC. The catalyst is O1CCCC1.C(OCC)(=O)C. The product is [Cl:35][C:23]1[C:24]([NH:26][C:27]2[CH:31]=[C:30]([CH:32]3[CH2:34][CH2:33]3)[NH:29][N:28]=2)=[N:25][C:20]([C:17]2[S:16][C:15]([CH:9]([OH:8])[C:10]([O:12][CH2:13][CH3:14])=[O:11])=[CH:19][CH:18]=2)=[N:21][CH:22]=1. The yield is 0.786. (2) The reactants are [CH:1]([C:3]1[CH:18]=[CH:17][C:6]([O:7][C:8]2[CH:16]=[CH:15][C:11]([C:12]([NH2:14])=[O:13])=[CH:10][N:9]=2)=[C:5]([O:19][CH3:20])[CH:4]=1)=O.[N:21]1[CH:26]=[CH:25][CH:24]=[C:23]([CH2:27][CH2:28][NH2:29])[CH:22]=1. No catalyst specified. The product is [CH3:20][O:19][C:5]1[CH:4]=[C:3]([CH2:1][NH:29][CH2:28][CH2:27][C:23]2[CH:22]=[N:21][CH:26]=[CH:25][CH:24]=2)[CH:18]=[CH:17][C:6]=1[O:7][C:8]1[CH:16]=[CH:15][C:11]([C:12]([NH2:14])=[O:13])=[CH:10][N:9]=1. The yield is 0.584. (3) The reactants are [CH2:1]([O:3][C:4]([CH2:6][CH2:7][CH2:8][N:9]1[C:13](/[CH:14]=[C:15]2\[CH2:16][N:17]([C:22]([C:35]3[CH:40]=[CH:39][CH:38]=[CH:37][CH:36]=3)([C:29]3[CH:34]=[CH:33][CH:32]=[CH:31][CH:30]=3)[C:23]3[CH:28]=[CH:27][CH:26]=[CH:25][CH:24]=3)[CH2:18][CH2:19][CH:20]\2O)=[CH:12][N:11]=[N:10]1)=[O:5])[CH3:2].C(OC(OCC(C)(C)C)N(C)C)C(C)(C)C.[C:57]([OH:60])(=[S:59])[CH3:58].[Cl-].[Na+]. The catalyst is CN(C)C=O. The product is [C:57]([S:59][CH:20]1[CH2:19][CH2:18][N:17]([C:22]([C:29]2[CH:30]=[CH:31][CH:32]=[CH:33][CH:34]=2)([C:35]2[CH:40]=[CH:39][CH:38]=[CH:37][CH:36]=2)[C:23]2[CH:24]=[CH:25][CH:26]=[CH:27][CH:28]=2)[CH2:16]/[C:15]/1=[CH:14]\[C:13]1[N:9]([CH2:8][CH2:7][CH2:6][C:4]([O:3][CH2:1][CH3:2])=[O:5])[N:10]=[N:11][CH:12]=1)(=[O:60])[CH3:58]. The yield is 0.470.